Dataset: Forward reaction prediction with 1.9M reactions from USPTO patents (1976-2016). Task: Predict the product of the given reaction. (1) Given the reactants [Cl:1][C:2]1[CH:23]=[CH:22][C:5]([C:6]([N:8]([CH3:21])[C:9]2[CH:20]=[CH:19][CH:18]=[CH:17][C:10]=2[O:11][CH2:12][CH2:13][C:14](O)=[O:15])=[O:7])=[CH:4][C:3]=1[C:24]1[CH:25]=[N:26][C:27]([C:32]([F:35])([F:34])[F:33])=[CH:28][C:29]=1[C:30]#[N:31].[C:36]([O:40][C:41](=[O:46])[NH:42][CH2:43][CH2:44][NH2:45])([CH3:39])([CH3:38])[CH3:37].CCN=C=NCCCN(C)C.Cl.C1C=CC2N(O)N=NC=2C=1.CCN(C(C)C)C(C)C, predict the reaction product. The product is: [C:36]([O:40][C:41](=[O:46])[NH:42][CH2:43][CH2:44][NH:45][C:14](=[O:15])[CH2:13][CH2:12][O:11][C:10]1[CH:17]=[CH:18][CH:19]=[CH:20][C:9]=1[N:8]([C:6](=[O:7])[C:5]1[CH:22]=[CH:23][C:2]([Cl:1])=[C:3]([C:24]2[CH:25]=[N:26][C:27]([C:32]([F:34])([F:35])[F:33])=[CH:28][C:29]=2[C:30]#[N:31])[CH:4]=1)[CH3:21])([CH3:39])([CH3:37])[CH3:38]. (2) Given the reactants [Cl:1][C:2]1[CH:3]=[CH:4][C:5](F)=[C:6]([CH:9]=1)[CH:7]=[O:8].[F:11][C:12]([F:21])([F:20])[C:13]1[CH:18]=[CH:17][C:16]([OH:19])=[CH:15][CH:14]=1.C([O-])([O-])=O.[K+].[K+], predict the reaction product. The product is: [Cl:1][C:2]1[CH:3]=[CH:4][C:5]([O:19][C:16]2[CH:17]=[CH:18][C:13]([C:12]([F:11])([F:20])[F:21])=[CH:14][CH:15]=2)=[C:6]([CH:9]=1)[CH:7]=[O:8]. (3) Given the reactants Cl[C:2]1[C:3]([O:8][C:9]2[CH:14]=[CH:13][C:12]([NH:15][C:16]3[CH:21]=[CH:20][CH:19]=[CH:18][N:17]=3)=[CH:11][CH:10]=2)=[N:4][CH:5]=[CH:6][N:7]=1.[CH3:22][N:23]1[C:27]([Sn](CCCC)(CCCC)CCCC)=[CH:26][N:25]=[CH:24]1, predict the reaction product. The product is: [CH3:22][N:23]1[C:27]([C:2]2[C:3]([O:8][C:9]3[CH:14]=[CH:13][C:12]([NH:15][C:16]4[CH:21]=[CH:20][CH:19]=[CH:18][N:17]=4)=[CH:11][CH:10]=3)=[N:4][CH:5]=[CH:6][N:7]=2)=[CH:26][N:25]=[CH:24]1. (4) Given the reactants C(NC(C)C)(C)C.[Li]CCCC.[C:13]([O:16][C:17]([CH3:20])([CH3:19])[CH3:18])(=[O:15])[CH3:14].[C:21]1([C:27]([C:43]2[CH:48]=[CH:47][CH:46]=[CH:45][CH:44]=2)([C:37]2[CH:42]=[CH:41][CH:40]=[CH:39][CH:38]=2)[O:28][CH2:29][C@@H:30]([OH:36])[CH2:31][C:32](OC)=[O:33])[CH:26]=[CH:25][CH:24]=[CH:23][CH:22]=1, predict the reaction product. The product is: [C:21]1([C:27]([C:43]2[CH:48]=[CH:47][CH:46]=[CH:45][CH:44]=2)([C:37]2[CH:38]=[CH:39][CH:40]=[CH:41][CH:42]=2)[O:28][CH2:29][C@@H:30]([OH:36])[CH2:31][C:32](=[O:33])[CH2:14][C:13]([O:16][C:17]([CH3:20])([CH3:19])[CH3:18])=[O:15])[CH:22]=[CH:23][CH:24]=[CH:25][CH:26]=1. (5) Given the reactants [C:1]([O:5][C:6](=[O:18])[NH:7][C:8]1[CH:9]=[N:10][C:11]([C:14](=[NH:17])[NH:15][OH:16])=[CH:12][CH:13]=1)([CH3:4])([CH3:3])[CH3:2].[CH3:19][O:20][C:21]1[CH:22]=[C:23]([OH:30])[C:24](=[CH:28][CH:29]=1)[C:25](O)=O, predict the reaction product. The product is: [C:1]([O:5][C:6](=[O:18])[NH:7][C:8]1[CH:9]=[N:10][C:11]([C:14]2[N:17]=[C:25]([C:24]3[CH:28]=[CH:29][C:21]([O:20][CH3:19])=[CH:22][C:23]=3[OH:30])[O:16][N:15]=2)=[CH:12][CH:13]=1)([CH3:4])([CH3:2])[CH3:3]. (6) The product is: [BrH:16].[Br:32][C:28]1[CH:27]=[C:26]([C:21]2[C:20]([C:18]3[N:14]=[C:13]([CH:9]4[CH2:10][CH2:11][CH2:12][NH:8]4)[S:15][CH:17]=3)=[C:24]([CH3:25])[O:23][N:22]=2)[CH:31]=[CH:30][CH:29]=1. Given the reactants C(OC([N:8]1[CH2:12][CH2:11][CH2:10][CH:9]1[C:13](=[S:15])[NH2:14])=O)(C)(C)C.[Br:16][CH2:17][C:18]([C:20]1[C:21]([C:26]2[CH:31]=[CH:30][CH:29]=[C:28]([Br:32])[CH:27]=2)=[N:22][O:23][C:24]=1[CH3:25])=O, predict the reaction product. (7) Given the reactants Cl[C:2]1[CH:7]=[N:6][CH:5]=[C:4]([O:8][C:9]2[CH:10]=[N:11][CH:12]=[CH:13][CH:14]=2)[N:3]=1.[Cl:15][C:16]1[CH:17]=[C:18]([CH:22]=[CH:23][CH:24]=1)[C:19]([NH2:21])=[O:20].CC([O-])(C)C.[Na+].CC1(C)C2C(=C(P(C3C=CC=CC=3)C3C=CC=CC=3)C=CC=2)OC2C(P(C3C=CC=CC=3)C3C=CC=CC=3)=CC=CC1=2, predict the reaction product. The product is: [Cl:15][C:16]1[CH:17]=[C:18]([CH:22]=[CH:23][CH:24]=1)[C:19]([NH:21][C:2]1[CH:7]=[N:6][CH:5]=[C:4]([O:8][C:9]2[CH:10]=[N:11][CH:12]=[CH:13][CH:14]=2)[N:3]=1)=[O:20].